From a dataset of Full USPTO retrosynthesis dataset with 1.9M reactions from patents (1976-2016). Predict the reactants needed to synthesize the given product. (1) The reactants are: [Li+].CC([N-]C(C)C)C.[C:9]1([C:19]2[CH:24]=[CH:23][CH:22]=[CH:21][CH:20]=2)[CH:14]=[CH:13][CH:12]=[C:11]([CH2:15][C:16]([OH:18])=[O:17])[CH:10]=1.Br[CH2:26][C:27]([CH3:29])=[CH2:28].Cl. Given the product [C:9]1([C:19]2[CH:24]=[CH:23][CH:22]=[CH:21][CH:20]=2)[CH:14]=[CH:13][CH:12]=[C:11]([CH:15]([CH2:28][C:27]([CH3:29])=[CH2:26])[C:16]([OH:18])=[O:17])[CH:10]=1, predict the reactants needed to synthesize it. (2) Given the product [C:2]([C@@:4]1([CH:26]2[CH2:28][CH2:27]2)[CH2:8][CH2:7][N:6]([C:9]2[CH:14]=[CH:13][N:12]=[C:11]([NH:15][C:16]3[CH:24]=[CH:23][C:19]([C:20]([NH:31][CH3:29])=[O:21])=[CH:18][N:17]=3)[CH:10]=2)[C:5]1=[O:25])#[N:3], predict the reactants needed to synthesize it. The reactants are: Cl.[C:2]([C@@:4]1([CH:26]2[CH2:28][CH2:27]2)[CH2:8][CH2:7][N:6]([C:9]2[CH:14]=[CH:13][N:12]=[C:11]([NH:15][C:16]3[CH:24]=[CH:23][C:19]([C:20](O)=[O:21])=[CH:18][N:17]=3)[CH:10]=2)[C:5]1=[O:25])#[N:3].[CH2:29]([N:31]=C=NCCCN(C)C)C.ON1C2C=CC=CC=2N=N1.Cl.CN.C(=O)(O)[O-].[Na+]. (3) Given the product [O:18]=[S:15]1(=[O:19])[CH2:16][CH2:17][CH:12]([NH:11][S:8]([C:5]2[CH:6]=[CH:7][C:2]([B:25]3[O:29][C:28]([CH3:31])([CH3:30])[C:27]([CH3:33])([CH3:32])[O:26]3)=[CH:3][CH:4]=2)(=[O:10])=[O:9])[CH2:13][CH2:14]1, predict the reactants needed to synthesize it. The reactants are: Br[C:2]1[CH:7]=[CH:6][C:5]([S:8]([NH:11][CH:12]2[CH2:17][CH2:16][S:15](=[O:19])(=[O:18])[CH2:14][CH2:13]2)(=[O:10])=[O:9])=[CH:4][CH:3]=1.C([O-])(=O)C.[K+].[B:25]1([B:25]2[O:29][C:28]([CH3:31])([CH3:30])[C:27]([CH3:33])([CH3:32])[O:26]2)[O:29][C:28]([CH3:31])([CH3:30])[C:27]([CH3:33])([CH3:32])[O:26]1. (4) Given the product [Cl:1][C:2]1[C:7]([C:8]2[CH:9]=[CH:10][C:14]([F:17])=[CH:15][CH:16]=2)=[CH:6][CH:5]=[CH:4][N:3]=1, predict the reactants needed to synthesize it. The reactants are: [Cl:1][C:2]1[C:7]([C:8]2[CH:9]=[C:10]3[C:14](=[CH:15][CH:16]=2)NN=C3)=[CH:6][CH:5]=[CH:4][N:3]=1.[F:17]C1C=CC(B(O)O)=CC=1.BrC1C(Cl)=NC=CC=1.C([O-])([O-])=O.[Na+].[Na+].